From a dataset of Catalyst prediction with 721,799 reactions and 888 catalyst types from USPTO. Predict which catalyst facilitates the given reaction. (1) Reactant: [C:1]([C:3]1[CH:4]=[C:5]2[C:9](=[CH:10][CH:11]=1)[N:8]([S:12]([C:15]1[CH:20]=[CH:19][C:18]([O:21][CH3:22])=[CH:17][CH:16]=1)(=[O:14])=[O:13])[C:7](=[O:23])[C@@:6]2([NH:33][C:34]([CH:36]1[CH2:49][C:38]2([CH2:41][N:40](C(OC(C)(C)C)=O)[CH2:39]2)[CH2:37]1)=[O:35])[C:24]1[C:25]([O:30][CH2:31][CH3:32])=[N:26][CH:27]=[CH:28][CH:29]=1)#[N:2].C(O)(C(F)(F)F)=O.CO.C(Cl)Cl. Product: [C:1]([C:3]1[CH:4]=[C:5]2[C:9](=[CH:10][CH:11]=1)[N:8]([S:12]([C:15]1[CH:16]=[CH:17][C:18]([O:21][CH3:22])=[CH:19][CH:20]=1)(=[O:13])=[O:14])[C:7](=[O:23])[C@@:6]2([NH:33][C:34]([CH:36]1[CH2:37][C:38]2([CH2:39][NH:40][CH2:41]2)[CH2:49]1)=[O:35])[C:24]1[C:25]([O:30][CH2:31][CH3:32])=[N:26][CH:27]=[CH:28][CH:29]=1)#[N:2]. The catalyst class is: 2. (2) Reactant: [CH:1]1([NH:7][C:8]([C:10]2[C:11]([OH:23])=[CH:12][C:13](=[O:22])[N:14]([C:16]3[CH:17]=[N:18][CH:19]=[CH:20][CH:21]=3)[CH:15]=2)=[O:9])[CH2:6][CH2:5][CH2:4][CH2:3][CH2:2]1.OC1C(C(OC)=O)=C[N:28](C2C=NC=CC=2)[C:27](=[O:41])C=1.C1(N)CCCCC1.[C:49]([O:52]CC)(=[O:51])[CH3:50]. Product: [CH:1]1([NH:7][C:8]([C:10]2[C:11]([OH:23])=[C:12]([C:27]([NH:28][CH2:50][C:49]([OH:52])=[O:51])=[O:41])[C:13](=[O:22])[N:14]([C:16]3[CH:17]=[N:18][CH:19]=[CH:20][CH:21]=3)[CH:15]=2)=[O:9])[CH2:6][CH2:5][CH2:4][CH2:3][CH2:2]1. The catalyst class is: 33. (3) Reactant: C1(P(C2CCCCC2)C2C=CC=CC=2C2C(C(C)C)=CC(C(C)C)=CC=2C(C)C)CCCCC1.[CH3:35][O:36][C:37]1[CH:38]=[C:39]([C:43]2[CH:44]=[N:45][C:46]([N:50]3[CH2:56][C:52]4([CH2:55][O:54][CH2:53]4)[CH2:51]3)=[CH:47][C:48]=2[NH2:49])[CH:40]=[N:41][CH:42]=1.Cl[C:58]1[C:67]2[C:62](=[CH:63][C:64]([F:69])=[CH:65][C:66]=2[F:68])[N:61]=[C:60]([C:70]2[CH:75]=[CH:74][CH:73]=[CH:72][N:71]=2)[C:59]=1[CH3:76].CC(C)([O-])C.[Na+]. Product: [F:68][C:66]1[CH:65]=[C:64]([F:69])[CH:63]=[C:62]2[C:67]=1[C:58]([NH:49][C:48]1[CH:47]=[C:46]([N:50]3[CH2:51][C:52]4([CH2:55][O:54][CH2:53]4)[CH2:56]3)[N:45]=[CH:44][C:43]=1[C:39]1[CH:40]=[N:41][CH:42]=[C:37]([O:36][CH3:35])[CH:38]=1)=[C:59]([CH3:76])[C:60]([C:70]1[CH:75]=[CH:74][CH:73]=[CH:72][N:71]=1)=[N:61]2. The catalyst class is: 491.